Dataset: Full USPTO retrosynthesis dataset with 1.9M reactions from patents (1976-2016). Task: Predict the reactants needed to synthesize the given product. (1) Given the product [Cl:50][C:51]1[CH:52]=[C:53]([NH:54][C:7]2[N:6]=[C:5]([NH:4][CH:1]3[CH2:3][CH2:2]3)[N:10]3[N:11]=[CH:12][C:13](/[CH:14]=[C:15]4/[C:16](=[O:21])[NH:17][C:18](=[O:20])[CH2:19]/4)=[C:9]3[N:8]=2)[CH:55]=[CH:56][CH:57]=1, predict the reactants needed to synthesize it. The reactants are: [CH:1]1([NH:4][C:5]2[N:10]3[N:11]=[CH:12][C:13](/[CH:14]=[C:15]4/[C:16](=[O:21])[NH:17][C:18](=[O:20])[CH2:19]/4)=[C:9]3[N:8]=[C:7](S(C)=O)[N:6]=2)[CH2:3][CH2:2]1.C1(NC2N3N=CC(/C=C4/C(=O)NC(=O)C/4)=C3N=C(S(C)(=O)=O)N=2)CC1.[Cl:50][C:51]1[CH:52]=[C:53]([CH:55]=[CH:56][CH:57]=1)[NH2:54]. (2) Given the product [CH2:27]([C:24]1[CH:23]=[CH:22][C:21]([CH:16]2[CH2:15][CH2:14][C:13]3[C:18](=[CH:19][CH:20]=[C:11]([O:10][C:7]4[CH:6]=[CH:5][C:4]([N+:1]([O-:3])=[O:2])=[CH:9][N:8]=4)[CH:12]=3)[O:17]2)=[CH:26][CH:25]=1)[CH3:28], predict the reactants needed to synthesize it. The reactants are: [N+:1]([C:4]1[CH:5]=[CH:6][C:7]([O:10][C:11]2[CH:12]=[C:13]3[C:18](=[CH:19][CH:20]=2)[O:17][CH:16]([C:21]2[CH:26]=[CH:25][CH:24]=[CH:23][CH:22]=2)[CH2:15][CH2:14]3)=[N:8][CH:9]=1)([O-:3])=[O:2].[CH2:27](C1C=CC(C2CCC3C(=CC=C(O)C=3)O2)=CC=1)[CH3:28]. (3) Given the product [Br:41][C:42]([F:49])([F:48])[C:43]1[O:40][N:39]=[C:31]([C:28]2[CH:27]=[CH:26][C:25]([S:22]([CH3:21])(=[O:24])=[O:23])=[CH:30][CH:29]=2)[C:32]=1[C:33]1[CH:34]=[CH:35][CH:36]=[CH:37][CH:38]=1, predict the reactants needed to synthesize it. The reactants are: C([N-]C(C)C)(C)C.[Li+].[Li]CCCC.C(NC(C)C)(C)C.[CH3:21][S:22]([C:25]1[CH:30]=[CH:29][C:28]([C:31](=[N:39][OH:40])[CH2:32][C:33]2[CH:38]=[CH:37][CH:36]=[CH:35][CH:34]=2)=[CH:27][CH:26]=1)(=[O:24])=[O:23].[Br:41][C:42]([F:49])([F:48])[C:43](OCC)=O. (4) Given the product [F:13][C:12]1[CH:11]=[C:10]([F:14])[CH:9]=[C:8]([CH3:17])[C:7]=1[C:4]1[O:5][CH2:6][C:2]([CH3:1])([CH3:16])[N:3]=1, predict the reactants needed to synthesize it. The reactants are: [CH3:1][C:2]1([CH3:16])[CH2:6][O:5][C:4]([C:7]2[C:12]([F:13])=[CH:11][C:10]([F:14])=[CH:9][C:8]=2F)=[N:3]1.[CH3:17][Mg]Br. (5) The reactants are: [NH2:1][C:2]1[CH:7]=[C:6]([Cl:8])[CH:5]=[CH:4][C:3]=1[SH:9].Br[CH2:11][C:12]1[CH:17]=[CH:16][CH:15]=[C:14]([N+:18]([O-])=O)[CH:13]=1.[C:21]1([S:27](Cl)(=[O:29])=[O:28])[CH:26]=[CH:25][CH:24]=[CH:23][CH:22]=1. Given the product [NH2:18][C:14]1[CH:13]=[C:12]([CH:17]=[CH:16][CH:15]=1)[CH2:11][S:9][C:3]1[CH:4]=[CH:5][C:6]([Cl:8])=[CH:7][C:2]=1[NH:1][S:27]([C:21]1[CH:26]=[CH:25][CH:24]=[CH:23][CH:22]=1)(=[O:29])=[O:28], predict the reactants needed to synthesize it. (6) The reactants are: [F:1][C:2]1[CH:30]=[CH:29][CH:28]=[CH:27][C:3]=1[CH2:4][N:5]1[C:9]2=[N:10][CH:11]=[CH:12][CH:13]=[C:8]2[C:7]([C:14]2[N:15]=[C:16](I)[C:17]3[C:22]([CH3:24])([CH3:23])[C:21](=[O:25])[NH:20][C:18]=3[N:19]=2)=[N:6]1.[NH:31]1[CH2:35][CH2:34][CH:33]([NH:36][C:37](=[O:39])[CH3:38])[CH2:32]1. Given the product [F:1][C:2]1[CH:30]=[CH:29][CH:28]=[CH:27][C:3]=1[CH2:4][N:5]1[C:9]2=[N:10][CH:11]=[CH:12][CH:13]=[C:8]2[C:7]([C:14]2[N:15]=[C:16]([N:31]3[CH2:35][CH2:34][CH:33]([NH:36][C:37](=[O:39])[CH3:38])[CH2:32]3)[C:17]3[C:22]([CH3:24])([CH3:23])[C:21](=[O:25])[NH:20][C:18]=3[N:19]=2)=[N:6]1, predict the reactants needed to synthesize it. (7) Given the product [CH3:19][N:17]([CH3:18])[C:12]1[CH:13]=[C:14]([O:21][CH3:20])[N:15]=[C:10]([N:7]2[CH2:6][CH2:5][NH:4][CH2:9][CH2:8]2)[N:11]=1, predict the reactants needed to synthesize it. The reactants are: C([N:4]1[CH2:9][CH2:8][N:7]([C:10]2[N:15]=[C:14](F)[CH:13]=[C:12]([N:17]([CH3:19])[CH3:18])[N:11]=2)[CH2:6][CH2:5]1)(=O)C.[CH3:20][O-:21].[Na+].O. (8) Given the product [C:25]([O:24][C:22]([N:16]1[CH2:21][CH2:20][N:19]([CH2:15][CH:13]([OH:14])[CH2:12][O:11][C:8]2[CH:9]=[CH:10][C:4]3[S:3][C:2]([CH3:1])=[N:6][C:5]=3[CH:7]=2)[CH2:18][CH2:17]1)=[O:23])([CH3:28])([CH3:26])[CH3:27], predict the reactants needed to synthesize it. The reactants are: [CH3:1][C:2]1[S:3][C:4]2[CH:10]=[CH:9][C:8]([O:11][CH2:12][CH:13]3[CH2:15][O:14]3)=[CH:7][C:5]=2[N:6]=1.[N:16]1([C:22]([O:24][C:25]([CH3:28])([CH3:27])[CH3:26])=[O:23])[CH2:21][CH2:20][NH:19][CH2:18][CH2:17]1.